This data is from Reaction yield outcomes from USPTO patents with 853,638 reactions. The task is: Predict the reaction yield, written as a fraction of the theoretical maximum amount of product (1.0 means a 100% yield; for example, 0.34 means a 34% yield). (1) The reactants are [H-].[Na+].[F:3][C:4]1[CH:5]=[CH:6][CH:7]=[C:8]2[C:12]=1[N:11]([S:13]([C:16]1[CH:22]=[CH:21][C:19]([CH3:20])=[CH:18][CH:17]=1)(=[O:15])=[O:14])[CH:10]=[C:9]2[CH:23]=O.[OH2:25].[CH2:26]1[CH2:30][O:29][CH2:28][CH2:27]1. No catalyst specified. The product is [F:3][C:4]1[CH:5]=[CH:6][CH:7]=[C:8]2[C:12]=1[N:11]([S:13]([C:16]1[CH:22]=[CH:21][C:19]([CH3:20])=[CH:18][CH:17]=1)(=[O:15])=[O:14])[CH:10]=[C:9]2/[CH:23]=[CH:27]/[C:28]([O:29][CH2:30][CH3:26])=[O:25]. The yield is 0.650. (2) The reactants are Br[C:2]1[CH:7]=[CH:6][C:5]([Cl:8])=[C:4]([C:9]([F:12])([F:11])[F:10])[CH:3]=1.II.[Cl:15][C:16]1[C:21]([CH:22]=[O:23])=[CH:20][CH:19]=[CH:18][C:17]=1[NH:24][C:25](=[O:27])[CH3:26].[NH4+].[Cl-]. The catalyst is C1COCC1. The product is [Cl:15][C:16]1[C:21]([CH:22]([C:2]2[CH:7]=[CH:6][C:5]([Cl:8])=[C:4]([C:9]([F:12])([F:11])[F:10])[CH:3]=2)[OH:23])=[CH:20][CH:19]=[CH:18][C:17]=1[NH:24][C:25](=[O:27])[CH3:26]. The yield is 0.740. (3) The reactants are [CH:1]1([NH:4][C:5](=[O:47])[NH:6][C:7]2[CH:45]=[CH:44][C:10]([O:11][C:12]3[CH:17]=[CH:16][N:15]=[C:14]4[CH:18]=[C:19]([C:21]5[N:26]=[CH:25][C:24]([CH2:27][N:28]6[CH2:33][CH2:32][CH:31]([NH:34][C:35](=O)[O:36]C7C=CC=CC=7)[CH2:30][CH2:29]6)=[CH:23][CH:22]=5)[S:20][C:13]=34)=[C:9]([F:46])[CH:8]=2)[CH2:3][CH2:2]1.[CH3:48][N:49]1[CH2:54][CH2:53][NH:52][CH2:51][CH2:50]1.C([O-])(O)=O.[Na+]. The yield is 0.790. The catalyst is CN(C=O)C.[Cl-].[Na+].O. The product is [CH:1]1([NH:4][C:5](=[O:47])[NH:6][C:7]2[CH:45]=[CH:44][C:10]([O:11][C:12]3[CH:17]=[CH:16][N:15]=[C:14]4[CH:18]=[C:19]([C:21]5[N:26]=[CH:25][C:24]([CH2:27][N:28]6[CH2:29][CH2:30][CH:31]([NH:34][C:35]([N:52]7[CH2:53][CH2:54][N:49]([CH3:48])[CH2:50][CH2:51]7)=[O:36])[CH2:32][CH2:33]6)=[CH:23][CH:22]=5)[S:20][C:13]=34)=[C:9]([F:46])[CH:8]=2)[CH2:3][CH2:2]1. (4) The reactants are [F:1][C:2]1[CH:7]=[C:6]([I:8])[CH:5]=[CH:4][C:3]=1[NH:9][C:10]1[C:11]([NH:21][S:22]([CH:25]2[CH2:27][CH:26]2[CH2:28][O:29]CC2C=CC=CC=2)(=[O:24])=[O:23])=[C:12]2[O:20][CH2:19][CH2:18][N:13]2[C:14](=[O:17])[C:15]=1[CH3:16].B(F)(F)F.C(S)C. The catalyst is C(OC(=O)C)C. The product is [F:1][C:2]1[CH:7]=[C:6]([I:8])[CH:5]=[CH:4][C:3]=1[NH:9][C:10]1[C:11]([NH:21][S:22]([CH:25]2[CH2:27][CH:26]2[CH2:28][OH:29])(=[O:24])=[O:23])=[C:12]2[O:20][CH2:19][CH2:18][N:13]2[C:14](=[O:17])[C:15]=1[CH3:16]. The yield is 0.270. (5) The reactants are Br[C:2]1[CH:11]=[C:10]2[C:5]([CH:6]=[CH:7][N:8]([CH2:13][C:14]3[CH:19]=[CH:18][C:17]([F:20])=[CH:16][CH:15]=3)[C:9]2=[O:12])=[CH:4][CH:3]=1.[C:21]1([CH2:27][C:28]#[CH:29])[CH:26]=[CH:25][CH:24]=[CH:23][CH:22]=1.C(N(CC)CC)C. The catalyst is CN(C)C=O.[Cu]I.C1C=CC([P]([Pd]([P](C2C=CC=CC=2)(C2C=CC=CC=2)C2C=CC=CC=2)([P](C2C=CC=CC=2)(C2C=CC=CC=2)C2C=CC=CC=2)[P](C2C=CC=CC=2)(C2C=CC=CC=2)C2C=CC=CC=2)(C2C=CC=CC=2)C2C=CC=CC=2)=CC=1. The product is [F:20][C:17]1[CH:18]=[CH:19][C:14]([CH2:13][N:8]2[CH:7]=[CH:6][C:5]3[C:10](=[CH:11][C:2]([C:29]#[C:28][CH2:27][C:21]4[CH:26]=[CH:25][CH:24]=[CH:23][CH:22]=4)=[CH:3][CH:4]=3)[C:9]2=[O:12])=[CH:15][CH:16]=1. The yield is 0.340. (6) The reactants are C([Si](C)(C)[O:6][CH2:7][C:8]([N:11]1[C:19]2[C:18]([F:20])=[CH:17][N:16]=[CH:15][C:14]=2[C:13]([C:21]([C:23]2[CH:24]=[C:25]([NH:29][C:30](=[O:42])[CH2:31][C:32]3[CH:37]=[CH:36][C:35]([C:38]([F:41])([F:40])[F:39])=[CH:34][CH:33]=3)[CH:26]=[N:27][CH:28]=2)=[O:22])=[CH:12]1)([CH3:10])[CH3:9])(C)(C)C. The catalyst is C1COCC1. The product is [F:20][C:18]1[C:19]2[N:11]([C:8]([CH3:10])([CH3:9])[CH2:7][OH:6])[CH:12]=[C:13]([C:21]([C:23]3[CH:24]=[C:25]([NH:29][C:30](=[O:42])[CH2:31][C:32]4[CH:33]=[CH:34][C:35]([C:38]([F:39])([F:41])[F:40])=[CH:36][CH:37]=4)[CH:26]=[N:27][CH:28]=3)=[O:22])[C:14]=2[CH:15]=[N:16][CH:17]=1. The yield is 0.830. (7) The product is [Cl:25][C:26]1[CH:31]=[C:30]([CH2:32][N:6]2[C:2]([CH3:1])=[N:3][C:4]([C:7]3[O:8][C:9]([C:12]4[CH:13]=[CH:14][CH:15]=[CH:16][CH:17]=4)=[N:10][N:11]=3)=[N:5]2)[CH:29]=[CH:28][N:27]=1. The reactants are [CH3:1][C:2]1[NH:6][N:5]=[C:4]([C:7]2[O:8][C:9]([C:12]3[CH:17]=[CH:16][CH:15]=[CH:14][CH:13]=3)=[N:10][N:11]=2)[N:3]=1.CN(C=O)C.[Na+].[I-].[Cl:25][C:26]1[CH:31]=[C:30]([CH2:32]Cl)[CH:29]=[CH:28][N:27]=1. The yield is 0.570. The catalyst is O.